Predict the reactants needed to synthesize the given product. From a dataset of Full USPTO retrosynthesis dataset with 1.9M reactions from patents (1976-2016). (1) Given the product [F:1][C:2]1[C:14]([NH:15][CH2:16][C:17]2[CH:22]=[C:21]([OH:23])[CH:20]=[C:19]([C:25]3[CH:30]=[CH:29][CH:28]=[C:27]([F:31])[CH:26]=3)[CH:18]=2)=[C:13]([F:32])[CH:12]=[CH:11][C:3]=1[O:4][CH2:5][C:6]([O:8][CH2:9][CH3:10])=[O:7], predict the reactants needed to synthesize it. The reactants are: [F:1][C:2]1[C:14]([NH:15][CH2:16][C:17]2[CH:22]=[C:21]([O:23]C)[CH:20]=[C:19]([C:25]3[CH:30]=[CH:29][CH:28]=[C:27]([F:31])[CH:26]=3)[CH:18]=2)=[C:13]([F:32])[CH:12]=[CH:11][C:3]=1[O:4][CH2:5][C:6]([O:8][CH2:9][CH3:10])=[O:7].[Al+3].[Cl-].[Cl-].[Cl-].C(S)C.O. (2) Given the product [CH3:1][C:2](=[CH:8][C:9]1[CH:10]=[CH:11][C:12]([CH3:15])=[CH:13][CH:14]=1)[CH2:3][OH:4], predict the reactants needed to synthesize it. The reactants are: [CH3:1][C:2](=[CH:8][C:9]1[CH:14]=[CH:13][C:12]([CH3:15])=[CH:11][CH:10]=1)[C:3](OCC)=[O:4].[Cl-].[Ce+3].[Cl-].[Cl-].[H-].[Al+3].[Li+].[H-].[H-].[H-].O. (3) Given the product [Cl:1][C:2]1[CH:3]=[CH:4][C:5]([OH:12])=[C:6]([NH:8][C:9]([NH2:11])=[O:10])[CH:7]=1, predict the reactants needed to synthesize it. The reactants are: [Cl:1][C:2]1[CH:3]=[CH:4][C:5]([O:12]C)=[C:6]([NH:8][C:9]([NH2:11])=[O:10])[CH:7]=1.B(Br)(Br)Br.C(OC(C)C)(C)C. (4) The reactants are: [Br:1][C:2]1[N:3]([CH:32]([CH3:34])[CH3:33])[C:4]([CH:10]([C:25]2[CH:30]=[CH:29][C:28]([Cl:31])=[CH:27][CH:26]=2)[NH:11][C:12]2[CH:13]=[C:14]([CH3:24])[C:15]3[N:16]([C:18]([CH:21]([F:23])[F:22])=[N:19][N:20]=3)[CH:17]=2)=[C:5]([C:7]([OH:9])=O)[N:6]=1. Given the product [Br:1][C:2]1[N:3]([CH:32]([CH3:34])[CH3:33])[C:4]2[CH:10]([C:25]3[CH:30]=[CH:29][C:28]([Cl:31])=[CH:27][CH:26]=3)[N:11]([C:12]3[CH:13]=[C:14]([CH3:24])[C:15]4[N:16]([C:18]([CH:21]([F:23])[F:22])=[N:19][N:20]=4)[CH:17]=3)[C:7](=[O:9])[C:5]=2[N:6]=1, predict the reactants needed to synthesize it. (5) The reactants are: [CH:1]1([CH:4]=O)[CH2:3][CH2:2]1.[CH3:6][O:7][CH:8]([O:11][CH3:12])[CH2:9][NH2:10].[BH3-]C#N.[Na+].CC(O)=O. Given the product [CH:1]1([CH2:4][NH:10][CH2:9][CH:8]([O:11][CH3:12])[O:7][CH3:6])[CH2:3][CH2:2]1, predict the reactants needed to synthesize it.